Dataset: Forward reaction prediction with 1.9M reactions from USPTO patents (1976-2016). Task: Predict the product of the given reaction. (1) Given the reactants [NH2:1][C:2]1[CH:9]=[CH:8][C:5]([CH:6]=O)=[CH:4][CH:3]=1.Cl.[OH:11][NH2:12].CC([O-])=O.[Na+], predict the reaction product. The product is: [NH2:1][C:2]1[CH:9]=[CH:8][C:5]([CH:6]=[N:12][OH:11])=[CH:4][CH:3]=1. (2) Given the reactants [CH3:1][S:2]([C:5]1[CH:10]=[CH:9][C:8]([O-:11])=[CH:7][CH:6]=1)(=[O:4])=[O:3].[K+].Br[CH2:14][C:15]1[N:16]=[N:17][C:18]([Cl:21])=[CH:19][CH:20]=1.O, predict the reaction product. The product is: [Cl:21][C:18]1[N:17]=[N:16][C:15]([CH2:14][O:11][C:8]2[CH:9]=[CH:10][C:5]([S:2]([CH3:1])(=[O:3])=[O:4])=[CH:6][CH:7]=2)=[CH:20][CH:19]=1. (3) Given the reactants [OH:1][N:2]=[C:3](Cl)[C:4]1[CH:9]=[CH:8][CH:7]=[N:6][CH:5]=1.[C:11]([C:13]1[CH:18]=[CH:17][C:16]([F:19])=[CH:15][C:14]=1[F:20])#[CH:12].N, predict the reaction product. The product is: [F:20][C:14]1[CH:15]=[C:16]([F:19])[CH:17]=[CH:18][C:13]=1[C:11]1[O:1][N:2]=[C:3]([C:4]2[CH:5]=[N:6][CH:7]=[CH:8][CH:9]=2)[CH:12]=1. (4) Given the reactants [ClH:1].C(N(CC)CC)C.CN(C)C1C=CC=CC=1.O=P(Cl)(Cl)Cl.[C:23]([O:27][C:28](=[O:44])[NH:29][C:30]1[CH:35]=[CH:34][C:33]([CH2:36][C:37]2[CH:42]=[C:41](O)[N:40]=[CH:39][N:38]=2)=[CH:32][CH:31]=1)([CH3:26])([CH3:25])[CH3:24], predict the reaction product. The product is: [C:23]([O:27][C:28](=[O:44])[NH:29][C:30]1[CH:35]=[CH:34][C:33]([CH2:36][C:37]2[CH:42]=[C:41]([Cl:1])[N:40]=[CH:39][N:38]=2)=[CH:32][CH:31]=1)([CH3:26])([CH3:25])[CH3:24]. (5) Given the reactants [F:1][C:2]1[CH:3]=[C:4]2[C:12](=[C:13]([S:15]([CH3:18])(=[O:17])=[O:16])[CH:14]=1)[NH:11][C:10]1[C@@H:9]([CH2:19][C:20]([O:22][CH3:23])=[O:21])[CH2:8][CH2:7][CH2:6][C:5]2=1.C1(P(C2C=CC=CC=2)C2C=CC=CC=2)C=CC=CC=1.[F:43][C:44]([F:55])([F:54])[C:45]1[CH:50]=[CH:49][C:48]([C@H:51](O)[CH3:52])=[CH:47][CH:46]=1.N(C(OC(C)(C)C)=O)=NC(OC(C)(C)C)=O, predict the reaction product. The product is: [F:1][C:2]1[CH:3]=[C:4]2[C:12](=[C:13]([S:15]([CH3:18])(=[O:17])=[O:16])[CH:14]=1)[N:11]([C@H:51]([C:48]1[CH:47]=[CH:46][C:45]([C:44]([F:43])([F:54])[F:55])=[CH:50][CH:49]=1)[CH3:52])[C:10]1[C@@H:9]([CH2:19][C:20]([O:22][CH3:23])=[O:21])[CH2:8][CH2:7][CH2:6][C:5]2=1. (6) Given the reactants [CH2:1]([O:8][CH2:9][C:10]1[CH:15]=[CH:14]C=C[CH:11]=1)[C:2]1[CH:7]=[CH:6][CH:5]=[CH:4][CH:3]=1.[N:16]#[C:17][NH2:18].C(O)(C(F)(F)F)=O.BrC#N, predict the reaction product. The product is: [CH2:1]([O:8][CH2:9][CH:10]1[CH2:15][CH2:14][N:18]([C:17]#[N:16])[CH2:11]1)[C:2]1[CH:7]=[CH:6][CH:5]=[CH:4][CH:3]=1.